Dataset: Reaction yield outcomes from USPTO patents with 853,638 reactions. Task: Predict the reaction yield, written as a fraction of the theoretical maximum amount of product (1.0 means a 100% yield; for example, 0.34 means a 34% yield). (1) The reactants are [Cl-].[NH4+].[C:3]([C:5]1[CH:6]=[C:7]([NH:11][C:12]2[C:21]3[C:16](=[CH:17][C:18]([O:25][CH3:26])=[C:19]([N+:22]([O-])=O)[CH:20]=3)[N:15]=[CH:14][N:13]=2)[CH:8]=[CH:9][CH:10]=1)#[CH:4]. The catalyst is C(O)C.[Fe]. The product is [C:3]([C:5]1[CH:6]=[C:7]([NH:11][C:12]2[C:21]3[C:16](=[CH:17][C:18]([O:25][CH3:26])=[C:19]([NH2:22])[CH:20]=3)[N:15]=[CH:14][N:13]=2)[CH:8]=[CH:9][CH:10]=1)#[CH:4]. The yield is 0.860. (2) The reactants are [CH3:1][C:2]1([CH3:18])[C@@H:6]2[CH2:7][N:8](CC3C=CC=CC=3)[CH2:9][C@@H:5]2[CH2:4][N:3]1[CH3:17].Cl. The catalyst is CO.[Pd]. The product is [CH3:1][C:2]1([CH3:18])[C@@H:6]2[CH2:7][NH:8][CH2:9][C@@H:5]2[CH2:4][N:3]1[CH3:17]. The yield is 1.00. (3) The reactants are C([O:4][CH2:5][C:6]1[C:7]([N:39]2[CH2:51][CH2:50][N:42]3[C:43]4[CH2:44][CH2:45][CH2:46][CH2:47][C:48]=4[CH:49]=[C:41]3[C:40]2=[O:52])=[N:8][CH:9]=[CH:10][C:11]=1[C:12]1[CH:17]=[C:16]([NH:18][C:19]2[CH:24]=[CH:23][C:22]([N:25]3[CH2:30][CH2:29][N:28]([CH:31]4[CH2:34][O:33][CH2:32]4)[CH2:27][C@@H:26]3[CH2:35][CH3:36])=[CH:21][N:20]=2)[C:15](=[O:37])[N:14]([CH3:38])[CH:13]=1)(=O)C.[Li+].[OH-]. The catalyst is CC(O)C.C1COCC1.O. The product is [CH2:35]([C@H:26]1[CH2:27][N:28]([CH:31]2[CH2:32][O:33][CH2:34]2)[CH2:29][CH2:30][N:25]1[C:22]1[CH:23]=[CH:24][C:19]([NH:18][C:16]2[C:15](=[O:37])[N:14]([CH3:38])[CH:13]=[C:12]([C:11]3[CH:10]=[CH:9][N:8]=[C:7]([N:39]4[CH2:51][CH2:50][N:42]5[C:43]6[CH2:44][CH2:45][CH2:46][CH2:47][C:48]=6[CH:49]=[C:41]5[C:40]4=[O:52])[C:6]=3[CH2:5][OH:4])[CH:17]=2)=[N:20][CH:21]=1)[CH3:36]. The yield is 0.250. (4) The reactants are [CH3:1][O:2][CH2:3][C:4]1([C:12]([CH:15]([CH3:17])[CH3:16])([CH3:14])[CH3:13])[CH2:9][O:8][C:7]([CH3:11])([CH3:10])[O:6][CH2:5]1.[CH2:18](OCC)C.C[Mg]I. The catalyst is C1(C)C=CC=CC=1. The product is [C:7]([O:8][CH2:9][C:4]([CH2:3][O:2][CH3:1])([C:12]([CH3:14])([CH3:13])[CH:15]([CH3:17])[CH3:16])[CH2:5][OH:6])([CH3:18])([CH3:11])[CH3:10]. The yield is 0.850. (5) The reactants are [C:1]([NH:9][C:10]1[CH:11]=[C:12]([CH:16]=[CH:17][CH:18]=1)[C:13](O)=[O:14])(=[O:8])[C:2]1[CH:7]=[CH:6][CH:5]=[CH:4][CH:3]=1.S(Cl)([Cl:21])=O. The catalyst is C1(C)C=CC=CC=1. The product is [C:1]([NH:9][C:10]1[CH:11]=[C:12]([CH:16]=[CH:17][CH:18]=1)[C:13]([Cl:21])=[O:14])(=[O:8])[C:2]1[CH:7]=[CH:6][CH:5]=[CH:4][CH:3]=1. The yield is 0.950. (6) The reactants are [CH3:1][C:2]1[CH:3]=[C:4]([CH:8]=[CH:9][C:10]=1[C:11]([N:13]1[CH2:17][CH2:16][CH2:15][CH2:14]1)=[O:12])[C:5]([OH:7])=O.CN(C(ON1N=NC2C=CC=CC1=2)=[N+](C)C)C.[B-](F)(F)(F)F.C(N(C(C)C)CC)(C)C.[Cl:49][C:50]1[CH:64]=[CH:63][C:53]2[NH:54][C:55]([C@@H:57]([NH2:62])[CH2:58][CH2:59][O:60][CH3:61])=[N:56][C:52]=2[CH:51]=1.ClCl. The catalyst is O1CCCC1.ClCCl.CO. The product is [Cl:49][C:50]1[CH:64]=[CH:63][C:53]2[NH:54][C:55]([C@@H:57]([NH:62][C:5](=[O:7])[C:4]3[CH:8]=[CH:9][C:10]([C:11]([N:13]4[CH2:17][CH2:16][CH2:15][CH2:14]4)=[O:12])=[C:2]([CH3:1])[CH:3]=3)[CH2:58][CH2:59][O:60][CH3:61])=[N:56][C:52]=2[CH:51]=1. The yield is 0.770. (7) The reactants are [Cl:1][C:2]1[CH:12]=[CH:11][C:5]([C:6](OCC)=[O:7])=[CH:4][N:3]=1.[BH4-].[Na+]. The catalyst is C(O)C. The product is [Cl:1][C:2]1[N:3]=[CH:4][C:5]([CH2:6][OH:7])=[CH:11][CH:12]=1. The yield is 0.580. (8) The reactants are [NH2:1][C:2]1[N:7]=[C:6]([C:8]2[CH:13]=[CH:12][C:11]([OH:14])=[CH:10][C:9]=2[CH:15]2[CH2:19][CH2:18][CH2:17][CH2:16]2)[CH:5]=[CH:4][CH:3]=1.[CH3:20][N:21]([CH3:25])[CH2:22][CH2:23]Cl.C([O-])([O-])=O.[Cs+].[Cs+]. The catalyst is CC(C)=O. The product is [CH:15]1([C:9]2[CH:10]=[C:11]([O:14][CH2:23][CH2:22][N:21]([CH3:25])[CH3:20])[CH:12]=[CH:13][C:8]=2[C:6]2[N:7]=[C:2]([NH2:1])[CH:3]=[CH:4][CH:5]=2)[CH2:19][CH2:18][CH2:17][CH2:16]1. The yield is 0.670.